Dataset: Full USPTO retrosynthesis dataset with 1.9M reactions from patents (1976-2016). Task: Predict the reactants needed to synthesize the given product. Given the product [CH2:16]([N:6]1[C:2]([CH3:1])=[C:3]([C:7]2[CH:8]=[CH:9][CH:10]=[CH:11][CH:12]=2)[CH:4]=[N:5]1)[CH2:15][C:14]#[CH:13], predict the reactants needed to synthesize it. The reactants are: [CH3:1][C:2]1[NH:6][N:5]=[CH:4][C:3]=1[C:7]1[CH:12]=[CH:11][CH:10]=[CH:9][CH:8]=1.[CH2:13](N1C=C(C2C=CC=CC=2)C(C)=N1)[CH2:14][C:15]#[CH:16].